This data is from Forward reaction prediction with 1.9M reactions from USPTO patents (1976-2016). The task is: Predict the product of the given reaction. (1) Given the reactants [Cl:1][C:2]1[C:3]([C:12]2([CH2:15]O)[CH2:14][CH2:13]2)=[N:4][CH:5]=[C:6]([C:8]([F:11])([F:10])[F:9])[CH:7]=1.C1(P(C2C=CC=CC=2)C2C=CC=CC=2)C=CC=CC=1.N1C=CN=C1.[I:41]I, predict the reaction product. The product is: [Cl:1][C:2]1[C:3]([C:12]2([CH2:15][I:41])[CH2:14][CH2:13]2)=[N:4][CH:5]=[C:6]([C:8]([F:11])([F:10])[F:9])[CH:7]=1. (2) Given the reactants [CH3:1][C:2]1[C:6]([C:7]([O:9][CH3:10])=[O:8])=[CH:5][NH:4][N:3]=1.[CH3:11][O:12][C:13]1[CH:18]=[CH:17][CH:16]=[CH:15][C:14]=1B(O)O.N1C=CC=CC=1, predict the reaction product. The product is: [CH3:11][O:12][C:13]1[CH:18]=[CH:17][CH:16]=[CH:15][C:14]=1[N:4]1[CH:5]=[C:6]([C:7]([O:9][CH3:10])=[O:8])[C:2]([CH3:1])=[N:3]1.